Dataset: Reaction yield outcomes from USPTO patents with 853,638 reactions. Task: Predict the reaction yield, written as a fraction of the theoretical maximum amount of product (1.0 means a 100% yield; for example, 0.34 means a 34% yield). (1) The reactants are [H-].[Na+].[I-].[CH3:4][S+](C)(C)=O.[CH2:9]1[C:17]2[C:12](=[CH:13][CH:14]=[CH:15][CH:16]=2)[CH2:11][CH:10]1[CH:18]=[O:19]. The catalyst is CS(C)=O. The product is [CH2:11]1[C:12]2[C:17](=[CH:16][CH:15]=[CH:14][CH:13]=2)[CH2:9][CH:10]1[CH:18]1[CH2:4][O:19]1. The yield is 0.260. (2) The reactants are C1C=CC(P(C2C=CC3C(=CC=CC=3)C=2C2C3C(=CC=CC=3)C=CC=2P(C2C=CC=CC=2)C2C=CC=CC=2)C2C=CC=CC=2)=CC=1.Br[C:48]1[CH:55]=[CH:54][C:51]([C:52]#[N:53])=[CH:50][CH:49]=1.[F:56][C:57]1[CH:58]=[C:59]([CH:62]=[CH:63][CH:64]=1)[CH2:60][NH2:61].C([O-])([O-])=O.[Cs+].[Cs+]. The catalyst is O1CCOCC1.CC([O-])=O.CC([O-])=O.[Pd+2]. The product is [F:56][C:57]1[CH:58]=[C:59]([CH:62]=[CH:63][CH:64]=1)[CH2:60][NH:61][C:48]1[CH:55]=[CH:54][C:51]([C:52]#[N:53])=[CH:50][CH:49]=1. The yield is 0.780.